This data is from Forward reaction prediction with 1.9M reactions from USPTO patents (1976-2016). The task is: Predict the product of the given reaction. (1) Given the reactants [CH:1](NC(C)C)(C)C.C([Li])CCC.[Br:13][C:14]1[S:18][C:17]([C:19]([NH:21][CH:22]([CH3:27])[C:23]([O:25][CH3:26])=[O:24])=[O:20])=[CH:16][CH:15]=1.C1OC1.[Cl-].[NH4+], predict the reaction product. The product is: [CH3:27][C:22]1([NH:21][C:19]([C:17]2[S:18][C:14]([Br:13])=[CH:15][CH:16]=2)=[O:20])[CH2:1][CH2:26][O:25][C:23]1=[O:24]. (2) Given the reactants [NH2:1][C:2]1[CH:7]=[CH:6][CH:5]=[CH:4][C:3]=1[S:8]([NH2:11])(=[O:10])=[O:9].[CH:12]1([C:18](Cl)=O)[CH2:17][CH2:16][CH2:15][CH2:14][CH2:13]1, predict the reaction product. The product is: [CH:12]1([C:18]2[NH:11][S:8](=[O:9])(=[O:10])[C:3]3[CH:4]=[CH:5][CH:6]=[CH:7][C:2]=3[N:1]=2)[CH2:17][CH2:16][CH2:15][CH2:14][CH2:13]1. (3) Given the reactants Cl[C:2]1[C:11]2[C:6](=[CH:7][CH:8]=[C:9]3[S:14](=[O:16])(=[O:15])[CH2:13][CH2:12][C:10]3=2)[N:5]=[CH:4][C:3]=1[C:17]([O:19][CH2:20][CH3:21])=[O:18].[NH2:22][CH2:23][CH2:24][OH:25], predict the reaction product. The product is: [OH:25][CH2:24][CH2:23][NH:22][C:2]1[C:11]2[C:6](=[CH:7][CH:8]=[C:9]3[S:14](=[O:16])(=[O:15])[CH2:13][CH2:12][C:10]3=2)[N:5]=[CH:4][C:3]=1[C:17]([O:19][CH2:20][CH3:21])=[O:18]. (4) Given the reactants C([O-])(=[O:3])C.[Cs+].Cl[CH2:7][C:8]1[NH:17][C:16](=[O:18])[C:15]2[C:10](=[CH:11][C:12]3[CH2:21][CH2:20][CH2:19][C:13]=3[CH:14]=2)[N:9]=1, predict the reaction product. The product is: [OH:3][CH2:7][C:8]1[NH:17][C:16](=[O:18])[C:15]2[C:10](=[CH:11][C:12]3[CH2:21][CH2:20][CH2:19][C:13]=3[CH:14]=2)[N:9]=1. (5) Given the reactants [C:1]([O:5][C:6]([N:8]1[C:17]2[C:12](=[N:13][C:14]([O:18][CH3:19])=[CH:15][CH:16]=2)[C@@H:11]([NH:20][C:21]2[N:26]=[C:25]([CH2:27][C:28]3[CH:33]=[C:32]([C:34]([F:37])([F:36])[F:35])[CH:31]=[C:30]([C:38]([F:41])([F:40])[F:39])[CH:29]=3)[C:24](Br)=[CH:23][N:22]=2)[CH2:10][C@H:9]1[CH2:43][CH3:44])=[O:7])([CH3:4])([CH3:3])[CH3:2].C(P(C(C)(C)C)C1C=CC=CC=1C1C=CC=CC=1)(C)(C)C.CC(C)([O-])C.[Na+].O1CCCC1.[CH3:77][NH:78][CH3:79], predict the reaction product. The product is: [C:1]([O:5][C:6]([N:8]1[C:17]2[C:12](=[N:13][C:14]([O:18][CH3:19])=[CH:15][CH:16]=2)[C@@H:11]([NH:20][C:21]2[N:26]=[C:25]([CH2:27][C:28]3[CH:33]=[C:32]([C:34]([F:37])([F:36])[F:35])[CH:31]=[C:30]([C:38]([F:41])([F:40])[F:39])[CH:29]=3)[C:24]([N:78]([CH3:79])[CH3:77])=[CH:23][N:22]=2)[CH2:10][C@H:9]1[CH2:43][CH3:44])=[O:7])([CH3:4])([CH3:3])[CH3:2]. (6) Given the reactants [Cl:1][C:2]1[CH:3]=[C:4]([C:13]2[C:22]3[C:17](=[CH:18][C:19]([C:24]#[N:25])=[C:20](F)[CH:21]=3)[N:16]=[CH:15][N:14]=2)[CH:5]=[N:6][C:7]=1[O:8][CH2:9][CH:10]([CH3:12])[CH3:11].CC([O-])(C)C.[K+].[OH:32][NH:33]C(=O)C, predict the reaction product. The product is: [Cl:1][C:2]1[CH:3]=[C:4]([C:13]2[C:22]3[CH:21]=[C:20]4[O:32][N:33]=[C:24]([NH2:25])[C:19]4=[CH:18][C:17]=3[N:16]=[CH:15][N:14]=2)[CH:5]=[N:6][C:7]=1[O:8][CH2:9][CH:10]([CH3:12])[CH3:11].